Predict the product of the given reaction. From a dataset of Forward reaction prediction with 1.9M reactions from USPTO patents (1976-2016). (1) Given the reactants [CH3:1][N:2]([CH2:19][CH2:20][NH:21][S:22]([C:25]1[CH:30]=[C:29]([S:31]([C:34]2[CH:39]=[CH:38][CH:37]=[CH:36][CH:35]=2)(=[O:33])=[O:32])[CH:28]=[CH:27][C:26]=1[C:40]([F:43])([F:42])[F:41])(=[O:24])=[O:23])[C:3]([NH:5][CH:6]1[CH2:11][CH2:10][N:9](C(OC(C)(C)C)=O)[CH2:8][CH2:7]1)=[O:4].CCOC(C)=O.Cl, predict the reaction product. The product is: [CH3:1][N:2]([C:3]([NH:5][CH:6]1[CH2:7][CH2:8][NH:9][CH2:10][CH2:11]1)=[O:4])[CH2:19][CH2:20][NH:21][S:22]([C:25]1[CH:30]=[C:29]([S:31]([C:34]2[CH:35]=[CH:36][CH:37]=[CH:38][CH:39]=2)(=[O:33])=[O:32])[CH:28]=[CH:27][C:26]=1[C:40]([F:42])([F:41])[F:43])(=[O:23])=[O:24]. (2) Given the reactants Br[C:2]1[S:3][C:4]2[CH:10]=[C:9](OC)[CH:8]=[CH:7][C:5]=2[N:6]=1.CC1(C)C(C)(C)OB([C:21]2[CH:22]=[CH:23][C:24](N)=[N:25][CH:26]=2)O1.[C:29]([O-:32])([O-])=O.[K+].[K+].C(OCC)(=O)C.C[N:42](C=O)C, predict the reaction product. The product is: [CH3:29][O:32][C:24]1[N:25]=[CH:26][C:21]([C:2]2[S:3][C:4]3[CH:10]=[C:9]([NH2:42])[CH:8]=[CH:7][C:5]=3[N:6]=2)=[CH:22][CH:23]=1. (3) Given the reactants [CH2:1]([O:3][C:4](=[O:13])/[CH:5]=[CH:6]/[C:7]1[CH:11]=[CH:10][S:9][C:8]=1[Br:12])[CH3:2], predict the reaction product. The product is: [CH2:1]([O:3][C:4](=[O:13])[CH2:5][CH2:6][C:7]1[CH:11]=[CH:10][S:9][C:8]=1[Br:12])[CH3:2]. (4) Given the reactants [H-].[Li+].[Cl:3][C:4]1[CH:5]=[C:6]([C:11](=[O:16])[C:12]([F:15])([F:14])[F:13])[CH:7]=[C:8]([Cl:10])[CH:9]=1.[CH3:17][C:18]1[CH:19]=[C:20]([C:29](=[O:31])[CH3:30])[S:21][C:22]=1[C:23]#[C:24][Si:25]([CH3:28])([CH3:27])[CH3:26].CC(OC)(C)C, predict the reaction product. The product is: [Cl:3][C:4]1[CH:5]=[C:6]([C:11]([OH:16])([C:12]([F:13])([F:14])[F:15])[CH2:30][C:29]([C:20]2[S:21][C:22]([C:23]#[C:24][Si:25]([CH3:28])([CH3:26])[CH3:27])=[C:18]([CH3:17])[CH:19]=2)=[O:31])[CH:7]=[C:8]([Cl:10])[CH:9]=1. (5) Given the reactants [Cl:1][C:2]1[CH:7]=[C:6]([Cl:8])[CH:5]=[CH:4][C:3]=1[CH:9]1[CH:18]([C:19]([NH:21][CH2:22][CH2:23][C:24]2[N:29]=[C:28]([O:30][CH2:31][C:32]([O:34]CC3C=CC=CC=3)=[O:33])[CH:27]=[CH:26][CH:25]=2)=[O:20])[C:17]2[C:12](=[CH:13][CH:14]=[CH:15][CH:16]=2)[C:11](=[O:42])[N:10]1[CH:43]1[CH2:48][CH2:47][CH2:46][CH2:45][CH:44]1[NH:49][S:50]([CH3:53])(=[O:52])=[O:51].CN(C=O)C, predict the reaction product. The product is: [Cl:1][C:2]1[CH:7]=[C:6]([Cl:8])[CH:5]=[CH:4][C:3]=1[CH:9]1[CH:18]([C:19]([NH:21][CH2:22][CH2:23][C:24]2[N:29]=[C:28]([O:30][CH2:31][C:32]([OH:34])=[O:33])[CH:27]=[CH:26][CH:25]=2)=[O:20])[C:17]2[C:12](=[CH:13][CH:14]=[CH:15][CH:16]=2)[C:11](=[O:42])[N:10]1[CH:43]1[CH2:48][CH2:47][CH2:46][CH2:45][CH:44]1[NH:49][S:50]([CH3:53])(=[O:51])=[O:52]. (6) Given the reactants [CH:1]([C:4]1[N:8]=[C:7]([N:9]2[CH2:14][CH2:13][CH:12]([C@H:15]([CH3:19])[CH2:16][CH2:17][OH:18])[CH2:11][CH2:10]2)[O:6][N:5]=1)([CH3:3])[CH3:2].[Br:20][C:21]1[CH:26]=[CH:25][C:24](O)=[CH:23][N:22]=1.C(P(CCCC)CCCC)CCC.C1CCN(C(N=NC(N2CCCCC2)=O)=O)CC1.CCCC(C)C, predict the reaction product. The product is: [Br:20][C:21]1[CH:26]=[CH:25][C:24]([O:18][CH2:17][CH2:16][C@H:15]([CH:12]2[CH2:13][CH2:14][N:9]([C:7]3[O:6][N:5]=[C:4]([CH:1]([CH3:3])[CH3:2])[N:8]=3)[CH2:10][CH2:11]2)[CH3:19])=[CH:23][N:22]=1.